Task: Predict the product of the given reaction.. Dataset: Forward reaction prediction with 1.9M reactions from USPTO patents (1976-2016) (1) Given the reactants [Na:1].[CH2:2]1[O:4][CH2:3]1.[C:5]([OH:10])(=[O:9])[C:6]([CH3:8])=[CH2:7].[CH2:11]=[CH:12][C:13]1[CH:18]=[CH:17][CH:16]=[CH:15][CH:14]=1.[C:19]([O:23][CH2:24][CH2:25][CH2:26][CH3:27])(=[O:22])[CH:20]=[CH2:21].C(OCCCC)(=O)CS.[S:37]([O:41][O:40][S:37]([O-:41])(=[O:39])=[O:38])([O-:40])(=[O:39])=[O:38].[NH4+].[NH4+], predict the reaction product. The product is: [CH:11]([CH2:7][C:6](=[CH2:8])[C:5]([OH:10])=[O:9])=[CH:12][C:13]1[CH:18]=[CH:17][CH:16]=[CH:15][CH:14]=1.[C:19]([O:23][CH2:24][CH2:25][CH2:26][CH3:27])(=[O:22])[CH:20]=[CH2:21].[Na:1].[S:37]([O-:41])([O-:40])(=[O:39])=[O:38].[C:5]([OH:10])(=[O:9])[C:6]([CH3:8])=[CH2:7].[CH2:3]1[O:4][CH2:2]1. (2) Given the reactants C[C@:2]([C@@H:6]([CH2:8]O)[OH:7])(O)[CH2:3][OH:4].C[C:11]1[C:12](=[O:16])[O:13]CC=1, predict the reaction product. The product is: [C:12]([O-:16])(=[O:13])[CH3:11].[CH3:8][C:6]([CH2:2][C:3]([OH:13])=[O:4])=[O:7]. (3) Given the reactants [Cl:1][C:2]1[CH:7]=[N:6][CH:5]=[C:4]([C:8]([OH:10])=O)[N:3]=1.S(Cl)([Cl:13])=O, predict the reaction product. The product is: [Cl:1][C:2]1[N:3]=[C:4]([C:8]([Cl:13])=[O:10])[CH:5]=[N:6][CH:7]=1. (4) Given the reactants [C:1]1([NH:7][C:8]2[C:9]3[CH:17]=[CH:16][CH:15]=[CH:14][C:10]=3[S:11][C:12]=2[NH2:13])[CH:6]=[CH:5][CH:4]=[CH:3][CH:2]=1.[CH:18](O)=O, predict the reaction product. The product is: [C:1]1([N:7]2[C:8]3[C:9]4[CH:17]=[CH:16][CH:15]=[CH:14][C:10]=4[S:11][C:12]=3[N:13]=[CH:18]2)[CH:2]=[CH:3][CH:4]=[CH:5][CH:6]=1. (5) Given the reactants [H-].[Na+].[OH:3][CH2:4][C:5]([CH2:18][OH:19])([CH2:8][O:9][CH2:10][C:11]([CH2:16][OH:17])([CH2:14][OH:15])[CH2:12][OH:13])[CH2:6][OH:7].[CH3:20][C:21]([CH2:37][CH2:38][CH2:39][CH:40]([CH3:52])[CH2:41][CH2:42][CH2:43][CH:44]([CH3:51])[CH2:45][CH2:46][CH2:47][CH:48]([CH3:50])[CH3:49])=[CH:22][CH2:23][CH2:24][CH2:25]OS(C1C=CC(C)=CC=1)(=O)=O.O, predict the reaction product. The product is: [CH3:20][C:21]([CH2:37][CH2:38][CH2:39][CH:40]([CH3:52])[CH2:41][CH2:42][CH2:43][CH:44]([CH3:51])[CH2:45][CH2:46][CH2:47][CH:48]([CH3:50])[CH3:49])=[CH:22][CH2:23][CH2:24][CH2:25][O:13][CH2:12][C:11]([CH2:16][OH:17])([CH2:10][O:9][CH2:8][C:5]([CH2:18][OH:19])([CH2:6][OH:7])[CH2:4][OH:3])[CH2:14][OH:15]. (6) Given the reactants Cl.[Cl:2][C:3]1[CH:18]=[CH:17][C:6]([CH2:7][CH:8]2[CH2:13][CH:12]([C:14]([OH:16])=[O:15])[CH2:11][CH2:10][NH:9]2)=[CH:5][CH:4]=1.Cl.[C:20]([O-])(O)=O.[Na+], predict the reaction product. The product is: [Cl:2][C:3]1[CH:4]=[CH:5][C:6]([CH2:7][CH:8]2[CH2:13][CH:12]([C:14]([O:16][CH3:20])=[O:15])[CH2:11][CH2:10][NH:9]2)=[CH:17][CH:18]=1. (7) Given the reactants [CH3:1][N:2]1[C:6]([C:7](=[N:14][O:15][CH2:16][C:17]2[N:22]=[C:21]([NH2:23])[CH:20]=[CH:19][CH:18]=2)[C:8]2[CH:13]=[CH:12][CH:11]=[CH:10][CH:9]=2)=[CH:5][N:4]=[CH:3]1.C(N(CC)CC)C.[C:31](O[C:31](=[O:36])[CH2:32][CH:33]([CH3:35])[CH3:34])(=[O:36])[CH2:32][CH:33]([CH3:35])[CH3:34], predict the reaction product. The product is: [CH3:34][CH:33]([CH3:35])[CH2:32][C:31]([NH:23][C:21]1[CH:20]=[CH:19][CH:18]=[C:17]([CH2:16][O:15][N:14]=[C:7]([C:6]2[N:2]([CH3:1])[CH:3]=[N:4][CH:5]=2)[C:8]2[CH:9]=[CH:10][CH:11]=[CH:12][CH:13]=2)[N:22]=1)=[O:36].